Dataset: Forward reaction prediction with 1.9M reactions from USPTO patents (1976-2016). Task: Predict the product of the given reaction. (1) The product is: [CH:33]([OH:32])=[O:59].[C:1]([C:5]1[CH:6]=[C:7]([NH:18][C:19]([NH:21][C@@H:22]2[C:31]3[C:26](=[CH:27][CH:28]=[CH:29][CH:30]=3)[C@H:25]([O:32][C:33]3[CH:34]=[CH:35][C:36]4[N:37]([C:39]([N:42]5[CH2:47][CH2:46][CH2:45][CH2:44][C@@H:43]5[CH3:48])=[N:40][N:41]=4)[CH:38]=3)[CH2:24][CH2:23]2)=[O:20])[N:8]([C:10]2[CH:15]=[CH:14][CH:13]=[C:12]([CH2:52][N:51]3[CH2:55][CH2:57][O:63][CH2:49][CH2:50]3)[CH:11]=2)[N:9]=1)([CH3:4])([CH3:3])[CH3:2]. Given the reactants [C:1]([C:5]1[CH:6]=[C:7]([NH:18][C:19]([NH:21][C@@H:22]2[C:31]3[C:26](=[CH:27][CH:28]=[CH:29][CH:30]=3)[C@H:25]([O:32][C:33]3[CH:34]=[CH:35][C:36]4[N:37]([C:39]([N:42]5[CH2:47][CH2:46][CH2:45][CH2:44][C@@H:43]5[CH3:48])=[N:40][N:41]=4)[CH:38]=3)[CH2:24][CH2:23]2)=[O:20])[N:8]([C:10]2[CH:15]=[CH:14][CH:13]=[C:12](CO)[CH:11]=2)[N:9]=1)([CH3:4])([CH3:3])[CH3:2].[CH3:49][CH2:50][N:51]([CH:55]([CH3:57])C)[CH:52](C)C.S(Cl)(C)(=O)=[O:59].[OH2:63], predict the reaction product. (2) Given the reactants [NH2:1][C@:2]12[CH2:37][CH2:36][C@@H:35]([C:38]([CH3:40])=[CH2:39])[C@@H:3]1[C@@H:4]1[C@@:17]([CH3:20])([CH2:18][CH2:19]2)[C@@:16]2([CH3:21])[C@@H:7]([C@:8]3([CH3:34])[C@@H:13]([CH2:14][CH2:15]2)[C:12]([CH3:23])([CH3:22])[C:11]([C:24]2[CH:33]=[CH:32][C:27]([C:28]([O:30][CH3:31])=[O:29])=[CH:26][CH:25]=2)=[CH:10][CH2:9]3)[CH2:6][CH2:5]1.[S:41]1[CH:45]=[CH:44][C:43]([CH:46]=O)=[CH:42]1.C(O[BH-](OC(=O)C)OC(=O)C)(=O)C.[Na+], predict the reaction product. The product is: [CH3:20][C@:17]12[C@@:16]3([CH3:21])[C@@H:7]([C@:8]4([CH3:34])[C@@H:13]([CH2:14][CH2:15]3)[C:12]([CH3:22])([CH3:23])[C:11]([C:24]3[CH:25]=[CH:26][C:27]([C:28]([O:30][CH3:31])=[O:29])=[CH:32][CH:33]=3)=[CH:10][CH2:9]4)[CH2:6][CH2:5][C@@H:4]1[C@H:3]1[C@H:35]([C:38]([CH3:40])=[CH2:39])[CH2:36][CH2:37][C@:2]1([NH:1][CH2:46][C:43]1[CH:44]=[CH:45][S:41][CH:42]=1)[CH2:19][CH2:18]2. (3) Given the reactants [Br:1][C:2]1[N:3]=[C:4]([NH:9][CH2:10][C:11]2[C:16](Cl)=[CH:15][CH:14]=[CH:13][C:12]=2[Cl:18])[C:5]([NH2:8])=[N:6][CH:7]=1.[F:19]C1C=CC=C(Cl)C=1CN, predict the reaction product. The product is: [Br:1][C:2]1[N:3]=[C:4]([NH:9][CH2:10][C:11]2[C:16]([F:19])=[CH:15][CH:14]=[CH:13][C:12]=2[Cl:18])[C:5]([NH2:8])=[N:6][CH:7]=1. (4) The product is: [CH3:32][N:33]([CH3:44])[C:34]([O:35][C:36]1[CH:37]=[C:38]([NH:42][C:14]([C:11]2([CH2:17][O:18][CH3:19])[CH2:10][CH2:9][N:8]([C:6]([O:5][C:1]([CH3:2])([CH3:3])[CH3:4])=[O:7])[CH2:13][CH2:12]2)=[O:16])[CH:39]=[CH:40][CH:41]=1)=[O:43]. Given the reactants [C:1]([O:5][C:6]([N:8]1[CH2:13][CH2:12][C:11]([CH2:17][O:18][CH3:19])([C:14]([OH:16])=O)[CH2:10][CH2:9]1)=[O:7])([CH3:4])([CH3:3])[CH3:2].N1C=CC=CC=1.C(Cl)(=O)C(Cl)=O.[CH3:32][N:33]([CH3:44])[C:34](=[O:43])[O:35][C:36]1[CH:41]=[CH:40][CH:39]=[C:38]([NH2:42])[CH:37]=1, predict the reaction product. (5) Given the reactants C(NC(C)C)(C)C.[Li]CCCC.[Cl:13][C:14]1[CH:19]=[CH:18][CH:17]=[C:16]([Br:20])[CH:15]=1.[C:21]1([CH3:29])[CH:26]=[CH:25][CH:24]=[C:23]([CH:27]=[O:28])[CH:22]=1, predict the reaction product. The product is: [Br:20][C:16]1[CH:17]=[CH:18][CH:19]=[C:14]([Cl:13])[C:15]=1[CH:27]([C:23]1[CH:22]=[C:21]([CH3:29])[CH:26]=[CH:25][CH:24]=1)[OH:28]. (6) Given the reactants [C:1]([O:5][C:6]([N:8]1[C@@H:13]([C@@H:14]([O:40]CC2C=CC=CC=2)[C@@H:15]([N:25](CC2C=CC=CC=2)CC2C=CC=CC=2)[CH2:16][C:17]2[CH:22]=[C:21]([F:23])[CH:20]=[C:19]([F:24])[CH:18]=2)[CH2:12][O:11][C@@H:10]([CH2:48][O:49]CC2C=CC=CC=2)[CH2:9]1)=[O:7])([CH3:4])([CH3:3])[CH3:2].[H][H], predict the reaction product. The product is: [C:1]([O:5][C:6]([N:8]1[C@@H:13]([C@@H:14]([OH:40])[C@@H:15]([NH2:25])[CH2:16][C:17]2[CH:18]=[C:19]([F:24])[CH:20]=[C:21]([F:23])[CH:22]=2)[CH2:12][O:11][C@@H:10]([CH2:48][OH:49])[CH2:9]1)=[O:7])([CH3:3])([CH3:4])[CH3:2]. (7) Given the reactants [CH3:1][O:2][C:3]1[CH:35]=[C:34]([O:36][CH3:37])[CH:33]=[CH:32][C:4]=1[CH2:5][N:6]1[C:11]([C:12]2[CH:20]=[CH:19][C:18]3[N:17]4[CH2:21][CH2:22][CH:23]([OH:24])[C:16]4=[CH:15][C:14]=3[CH:13]=2)=[C:10]([CH2:25][CH3:26])[CH:9]=[C:8]([C:27]([O:29][CH3:30])=[O:28])[C:7]1=[O:31], predict the reaction product. The product is: [CH3:1][O:2][C:3]1[CH:35]=[C:34]([O:36][CH3:37])[CH:33]=[CH:32][C:4]=1[CH2:5][N:6]1[C:11]([C:12]2[CH:20]=[CH:19][C:18]3[N:17]4[CH2:21][CH2:22][C:23](=[O:24])[C:16]4=[CH:15][C:14]=3[CH:13]=2)=[C:10]([CH2:25][CH3:26])[CH:9]=[C:8]([C:27]([O:29][CH3:30])=[O:28])[C:7]1=[O:31]. (8) Given the reactants [OH:1][C:2]1([CH3:17])[CH2:7][CH2:6][CH:5]([CH2:8][NH:9]C(=O)OC(C)(C)C)[CH2:4][CH2:3]1.[F:18][C:19]([F:24])([F:23])[C:20]([OH:22])=[O:21], predict the reaction product. The product is: [NH2:9][CH2:8][CH:5]1[CH2:6][CH2:7][C:2]([CH3:17])([OH:1])[CH2:3][CH2:4]1.[F:18][C:19]([F:24])([F:23])[C:20]([OH:22])=[O:21]. (9) Given the reactants Br[C:2]1[CH:9]=[CH:8][C:5]([C:6]#[N:7])=[CH:4][C:3]=1[CH3:10].[Li]CCCC.[C:16](=[O:18])=[O:17].O, predict the reaction product. The product is: [C:6]([C:5]1[CH:8]=[CH:9][C:2]([C:16]([OH:18])=[O:17])=[C:3]([CH3:10])[CH:4]=1)#[N:7]. (10) Given the reactants [CH:1]1[C:13]2[NH:12][C:11]3[C:6](=[CH:7][CH:8]=[CH:9][CH:10]=3)[C:5]=2[CH:4]=[CH:3][CH:2]=1.I[C:15]1[CH:20]=[CH:19][CH:18]=[CH:17][CH:16]=1.C(O[Na])(C)(C)C, predict the reaction product. The product is: [C:15]1([C:10]2[C:11]3[NH:12][C:13]4[C:5](=[CH:4][CH:3]=[CH:2][CH:1]=4)[C:6]=3[CH:7]=[CH:8][CH:9]=2)[CH:20]=[CH:19][CH:18]=[CH:17][CH:16]=1.